Dataset: Full USPTO retrosynthesis dataset with 1.9M reactions from patents (1976-2016). Task: Predict the reactants needed to synthesize the given product. (1) Given the product [F:15][C:16]1[CH:21]=[CH:20][C:19]2[NH:22][C:2]3[C:10]4[CH:9]=[CH:8][CH:7]=[C:6]([C:11]([OH:13])=[O:12])[C:5]=4[CH2:4][C:3]=3[C:18]=2[CH:17]=1, predict the reactants needed to synthesize it. The reactants are: O=[C:2]1[C:10]2[CH:9]=[CH:8][CH:7]=[C:6]([C:11]([OH:13])=[O:12])[C:5]=2[CH2:4][CH2:3]1.Cl.[F:15][C:16]1[CH:21]=[CH:20][C:19]([NH:22]N)=[CH:18][CH:17]=1. (2) The reactants are: [CH:1]1([CH2:4][N:5]2[CH:9]=[CH:8][N:7]=[C:6]2[CH2:10]O)[CH2:3][CH2:2]1.S(Cl)([Cl:14])=O. Given the product [ClH:14].[Cl:14][CH2:10][C:6]1[N:5]([CH2:4][CH:1]2[CH2:3][CH2:2]2)[CH:9]=[CH:8][N:7]=1, predict the reactants needed to synthesize it. (3) Given the product [CH3:27][O:26][C:22](=[O:25])[CH2:23][CH2:24][N:14]1[C:15]2[CH:20]=[CH:19][CH:18]=[CH:17][C:16]=2[N:12]([CH2:11][C:1]2[C:10]3[C:5](=[CH:6][CH:7]=[CH:8][CH:9]=3)[CH:4]=[CH:3][CH:2]=2)[C:13]1=[O:21], predict the reactants needed to synthesize it. The reactants are: [C:1]1([CH2:11][N:12]2[C:16]3[CH:17]=[CH:18][CH:19]=[CH:20][C:15]=3[NH:14][C:13]2=[O:21])[C:10]2[C:5](=[CH:6][CH:7]=[CH:8][CH:9]=2)[CH:4]=[CH:3][CH:2]=1.[C:22]([O:26][CH3:27])(=[O:25])[CH:23]=[CH2:24].[OH-].C([N+](C)(C)C)C1C=CC=CC=1.CO.[NH4+].[Cl-]. (4) Given the product [C:1]([O:4][CH2:5][C:6]1[CH:11]=[C:10]([C:12]2[CH2:16][C:15]([C:21]3[CH:26]=[C:25]([Cl:27])[CH:24]=[C:23]([Cl:28])[CH:22]=3)([C:17]([F:20])([F:19])[F:18])[O:14][N:13]=2)[CH:9]=[CH:8][C:7]=1[B:30]1[O:34][C:33]([CH3:36])([CH3:35])[C:32]([CH3:38])([CH3:37])[O:31]1)(=[O:3])[CH3:2], predict the reactants needed to synthesize it. The reactants are: [C:1]([O:4][CH2:5][C:6]1[CH:11]=[C:10]([C:12]2[CH2:16][C:15]([C:21]3[CH:26]=[C:25]([Cl:27])[CH:24]=[C:23]([Cl:28])[CH:22]=3)([C:17]([F:20])([F:19])[F:18])[O:14][N:13]=2)[CH:9]=[CH:8][C:7]=1Br)(=[O:3])[CH3:2].[B:30]1([B:30]2[O:34][C:33]([CH3:36])([CH3:35])[C:32]([CH3:38])([CH3:37])[O:31]2)[O:34][C:33]([CH3:36])([CH3:35])[C:32]([CH3:38])([CH3:37])[O:31]1.CC([O-])=O.[K+]. (5) Given the product [F:22][C:19]1[CH:18]=[CH:17][C:16]([CH2:15][CH:2]([NH:1][C:32](=[O:33])[CH2:31][CH2:30][CH2:29][C:23]2[CH:28]=[CH:27][CH:26]=[CH:25][CH:24]=2)[CH:3]([OH:4])[C:5]2[CH:10]=[CH:9][C:8]([C:11]([F:12])([F:13])[F:14])=[CH:7][CH:6]=2)=[CH:21][CH:20]=1, predict the reactants needed to synthesize it. The reactants are: [NH2:1][CH:2]([CH2:15][C:16]1[CH:21]=[CH:20][C:19]([F:22])=[CH:18][CH:17]=1)[CH:3]([C:5]1[CH:10]=[CH:9][C:8]([C:11]([F:14])([F:13])[F:12])=[CH:7][CH:6]=1)[OH:4].[C:23]1([CH2:29][CH2:30][CH2:31][C:32](O)=[O:33])[CH:28]=[CH:27][CH:26]=[CH:25][CH:24]=1.Cl.C(N=C=NCCCN(C)C)C.ON1C2C=CC=CC=2N=N1.